Task: Regression. Given a peptide amino acid sequence and an MHC pseudo amino acid sequence, predict their binding affinity value. This is MHC class I binding data.. Dataset: Peptide-MHC class I binding affinity with 185,985 pairs from IEDB/IMGT The peptide sequence is LLNKEMYLK. The MHC is HLA-A68:01 with pseudo-sequence HLA-A68:01. The binding affinity (normalized) is 0.353.